From a dataset of Forward reaction prediction with 1.9M reactions from USPTO patents (1976-2016). Predict the product of the given reaction. (1) Given the reactants P(CCCC)(CCCC)CCCC.[C:14]([O:22][CH3:23])(=[O:21])/[CH:15]=[CH:16]/[C:17]([O:19][CH3:20])=[O:18].[CH:24](=O)/[CH:25]=[CH:26]/[CH2:27][CH2:28][CH2:29][CH2:30][CH2:31][CH2:32][CH3:33].CCOC(C)=O, predict the reaction product. The product is: [CH3:20][O:19][C:17](/[C:16](=[CH:24]/[CH:25]=[CH:26]/[CH2:27][CH2:28][CH2:29][CH2:30][CH2:31][CH2:32][CH3:33])/[CH2:15][C:14]([O:22][CH3:23])=[O:21])=[O:18]. (2) Given the reactants C(=O)([O-])[O-].[Cs+].[Cs+].C1C=CC(P(C2C(C3C(P(C4C=CC=CC=4)C4C=CC=CC=4)=CC=C4C=3C=CC=C4)=C3C(C=CC=C3)=CC=2)C2C=CC=CC=2)=CC=1.[O:53]1[CH2:56][CH:55]([N:57]2[CH2:62][CH2:61][NH:60][CH2:59][CH2:58]2)[CH2:54]1.[C:63]([O:67][C:68](=[O:90])[N:69]([C:79]1[CH:84]=[C:83]([CH:85]([F:87])[F:86])[CH:82]=[C:81](Br)[C:80]=1[Cl:89])[CH2:70][C:71]1[CH:76]=[CH:75][C:74]([O:77][CH3:78])=[CH:73][CH:72]=1)([CH3:66])([CH3:65])[CH3:64].C1(C)C=CC=CC=1, predict the reaction product. The product is: [C:63]([O:67][C:68](=[O:90])[N:69]([C:79]1[CH:84]=[C:83]([CH:85]([F:87])[F:86])[CH:82]=[C:81]([N:60]2[CH2:61][CH2:62][N:57]([CH:55]3[CH2:56][O:53][CH2:54]3)[CH2:58][CH2:59]2)[C:80]=1[Cl:89])[CH2:70][C:71]1[CH:72]=[CH:73][C:74]([O:77][CH3:78])=[CH:75][CH:76]=1)([CH3:66])([CH3:64])[CH3:65]. (3) Given the reactants [CH3:1][O:2][C:3](=[O:20])[C:4]1[CH:9]=[CH:8][C:7]([Cl:10])=[C:6]([N:11]=[CH:12][C:13]2[CH:18]=[CH:17][CH:16]=[C:15]([Br:19])[CH:14]=2)[CH:5]=1.O.[O-]S(C(F)(F)F)(=O)=O.[Yb+3].[O-]S(C(F)(F)F)(=O)=O.[O-]S(C(F)(F)F)(=O)=O.[CH:47](=[O:51])[CH:48]([CH3:50])[CH3:49].O, predict the reaction product. The product is: [CH3:1][O:2][C:3]([C:4]1[C:5]2[CH:47]([OH:51])[C:48]([CH3:50])([CH3:49])[CH:12]([C:13]3[CH:18]=[CH:17][CH:16]=[C:15]([Br:19])[CH:14]=3)[NH:11][C:6]=2[C:7]([Cl:10])=[CH:8][CH:9]=1)=[O:20]. (4) Given the reactants B1(C)OC(C2C=CC=CC=2)(C2C=CC=CC=2)[C@H]2N1CCC2.B.C1COCC1.[Cl:28][CH2:29][C:30]([C:32]1[CH:41]=[C:40]([Cl:42])[C:35]2[N:36]=[C:37]([CH3:39])[O:38][C:34]=2[CH:33]=1)=[O:31], predict the reaction product. The product is: [Cl:28][CH2:29][C@H:30]([C:32]1[CH:41]=[C:40]([Cl:42])[C:35]2[N:36]=[C:37]([CH3:39])[O:38][C:34]=2[CH:33]=1)[OH:31].